Predict the product of the given reaction. From a dataset of Forward reaction prediction with 1.9M reactions from USPTO patents (1976-2016). (1) Given the reactants C[Al](C)C.[N+:5]([C:8]1[CH:9]=[C:10]([CH:12]=[CH:13][C:14]=1[CH3:15])[NH2:11])([O-:7])=[O:6].C[O:17][C:18](=O)[C:19]1[CH:24]=[CH:23][C:22]([CH2:25][N:26]2[CH2:31][CH2:30][N:29]([CH3:32])[CH2:28][CH2:27]2)=[CH:21][CH:20]=1.C(C(C(C([O-])=O)O)O)([O-])=O.[Na+].[K+], predict the reaction product. The product is: [CH3:15][C:14]1[CH:13]=[CH:12][C:10]([NH:11][C:18](=[O:17])[C:19]2[CH:20]=[CH:21][C:22]([CH2:25][N:26]3[CH2:27][CH2:28][N:29]([CH3:32])[CH2:30][CH2:31]3)=[CH:23][CH:24]=2)=[CH:9][C:8]=1[N+:5]([O-:7])=[O:6]. (2) Given the reactants [CH3:1][C:2](=[N:5][OH:6])[CH2:3][CH3:4].[N:7]([CH2:10][Si:11]([O:16][CH3:17])([O:14][CH3:15])[O:12][CH3:13])=[C:8]=[O:9], predict the reaction product. The product is: [CH2:3]([C:2](=[N:5][OH:6])[CH2:1][C:8](=[O:9])[NH:7][CH2:10][Si:11]([O:14][CH3:15])([O:16][CH3:17])[O:12][CH3:13])[CH3:4]. (3) The product is: [CH:1]1([C:7]2[C:15]3[C:10](=[CH:11][C:12]([C:16]([OH:18])=[O:17])=[CH:13][CH:14]=3)[N:9]([CH2:19][C:20]([N:22]3[CH2:23][CH2:24][O:25][CH2:26][CH2:27]3)=[O:21])[C:8]=2[C:28]2[CH:33]=[CH:32][C:31]([C:90]3[CH:91]=[CH:92][C:87]([O:86][CH3:85])=[CH:88][CH:89]=3)=[CH:30][CH:29]=2)[CH2:6][CH2:5][CH2:4][CH2:3][CH2:2]1. Given the reactants [CH:1]1([C:7]2[C:15]3[C:10](=[CH:11][C:12]([C:16]([OH:18])=[O:17])=[CH:13][CH:14]=3)[N:9]([CH2:19][C:20]([N:22]3[CH2:27][CH2:26][O:25][CH2:24][CH2:23]3)=[O:21])[C:8]=2[C:28]2[CH:33]=[CH:32][C:31](C3C=CC(N(C)C)=CC=3)=[CH:30][CH:29]=2)[CH2:6][CH2:5][CH2:4][CH2:3][CH2:2]1.COC(C1C=C2C(C(C3CCCCC3)=C(C3C=CC(OS(C(F)(F)F)(=O)=O)=CC=3)N2CC(N2CCOCC2)=O)=CC=1)=O.[CH3:85][O:86][C:87]1[CH:92]=[CH:91][C:90](B(O)O)=[CH:89][CH:88]=1, predict the reaction product. (4) Given the reactants [CH:1]([N:4]1[C:8]2[CH:9]=[CH:10][CH:11]=[CH:12][C:7]=2[NH:6][C:5]1=[O:13])([CH3:3])[CH3:2].C(N(CC)CC)C.[Cl:21][C:22](Cl)([O:24]C(=O)OC(Cl)(Cl)Cl)Cl.[NH2:33][CH2:34][CH:35]1[CH2:40][CH2:39][N:38]([CH2:41][C:42]2([OH:48])[CH2:47][CH2:46][O:45][CH2:44][CH2:43]2)[CH2:37][CH2:36]1.C([O-])(O)=O.[Na+], predict the reaction product. The product is: [ClH:21].[OH:48][C:42]1([CH2:41][N:38]2[CH2:39][CH2:40][CH:35]([CH2:34][NH:33][C:22]([N:6]3[C:7]4[CH:12]=[CH:11][CH:10]=[CH:9][C:8]=4[N:4]([CH:1]([CH3:3])[CH3:2])[C:5]3=[O:13])=[O:24])[CH2:36][CH2:37]2)[CH2:47][CH2:46][O:45][CH2:44][CH2:43]1.